From a dataset of NCI-60 drug combinations with 297,098 pairs across 59 cell lines. Regression. Given two drug SMILES strings and cell line genomic features, predict the synergy score measuring deviation from expected non-interaction effect. (1) Drug 1: CC=C1C(=O)NC(C(=O)OC2CC(=O)NC(C(=O)NC(CSSCCC=C2)C(=O)N1)C(C)C)C(C)C. Drug 2: C#CCC(CC1=CN=C2C(=N1)C(=NC(=N2)N)N)C3=CC=C(C=C3)C(=O)NC(CCC(=O)O)C(=O)O. Cell line: M14. Synergy scores: CSS=33.9, Synergy_ZIP=-3.95, Synergy_Bliss=-5.63, Synergy_Loewe=-7.53, Synergy_HSA=-1.57. (2) Drug 1: C1=CC(=C2C(=C1NCCNCCO)C(=O)C3=C(C=CC(=C3C2=O)O)O)NCCNCCO. Drug 2: CS(=O)(=O)OCCCCOS(=O)(=O)C. Cell line: UACC62. Synergy scores: CSS=29.5, Synergy_ZIP=-4.88, Synergy_Bliss=-6.31, Synergy_Loewe=-29.8, Synergy_HSA=-4.79. (3) Synergy scores: CSS=-3.68, Synergy_ZIP=0.918, Synergy_Bliss=-0.362, Synergy_Loewe=-3.26, Synergy_HSA=-3.29. Drug 2: C(CC(=O)O)C(=O)CN.Cl. Cell line: UO-31. Drug 1: CC1=C(C(CCC1)(C)C)C=CC(=CC=CC(=CC(=O)O)C)C. (4) Drug 1: COC1=C(C=C2C(=C1)N=CN=C2NC3=CC(=C(C=C3)F)Cl)OCCCN4CCOCC4. Drug 2: CN1C2=C(C=C(C=C2)N(CCCl)CCCl)N=C1CCCC(=O)O.Cl. Cell line: 786-0. Synergy scores: CSS=25.2, Synergy_ZIP=-3.65, Synergy_Bliss=0.0868, Synergy_Loewe=-6.64, Synergy_HSA=2.53. (5) Drug 1: C1=C(C(=O)NC(=O)N1)N(CCCl)CCCl. Drug 2: CC1CCC2CC(C(=CC=CC=CC(CC(C(=O)C(C(C(=CC(C(=O)CC(OC(=O)C3CCCCN3C(=O)C(=O)C1(O2)O)C(C)CC4CCC(C(C4)OC)O)C)C)O)OC)C)C)C)OC. Cell line: CCRF-CEM. Synergy scores: CSS=71.1, Synergy_ZIP=-4.55, Synergy_Bliss=-3.30, Synergy_Loewe=1.39, Synergy_HSA=3.12. (6) Drug 1: C(=O)(N)NO. Drug 2: CN1C2=C(C=C(C=C2)N(CCCl)CCCl)N=C1CCCC(=O)O.Cl. Cell line: IGROV1. Synergy scores: CSS=1.48, Synergy_ZIP=-0.0691, Synergy_Bliss=1.48, Synergy_Loewe=1.51, Synergy_HSA=0.632. (7) Drug 1: CCC1=CC2CC(C3=C(CN(C2)C1)C4=CC=CC=C4N3)(C5=C(C=C6C(=C5)C78CCN9C7C(C=CC9)(C(C(C8N6C)(C(=O)OC)O)OC(=O)C)CC)OC)C(=O)OC.C(C(C(=O)O)O)(C(=O)O)O. Drug 2: CCC(=C(C1=CC=CC=C1)C2=CC=C(C=C2)OCCN(C)C)C3=CC=CC=C3.C(C(=O)O)C(CC(=O)O)(C(=O)O)O. Cell line: HS 578T. Synergy scores: CSS=60.2, Synergy_ZIP=9.99, Synergy_Bliss=7.05, Synergy_Loewe=-20.1, Synergy_HSA=5.66. (8) Drug 1: COC1=CC(=CC(=C1O)OC)C2C3C(COC3=O)C(C4=CC5=C(C=C24)OCO5)OC6C(C(C7C(O6)COC(O7)C8=CC=CS8)O)O. Drug 2: C1=NC2=C(N=C(N=C2N1C3C(C(C(O3)CO)O)F)Cl)N. Cell line: OVCAR-5. Synergy scores: CSS=26.6, Synergy_ZIP=-5.45, Synergy_Bliss=-1.89, Synergy_Loewe=-2.77, Synergy_HSA=1.21.